This data is from Reaction yield outcomes from USPTO patents with 853,638 reactions. The task is: Predict the reaction yield, written as a fraction of the theoretical maximum amount of product (1.0 means a 100% yield; for example, 0.34 means a 34% yield). (1) The reactants are [N:1]1[CH:6]=[CH:5][CH:4]=[C:3]([CH2:7][O:8][C:9]2[CH:14]=[CH:13][C:12]([CH2:15][C:16]([O:18]C)=[O:17])=[CH:11][CH:10]=2)[CH:2]=1.[OH-].[Na+]. The catalyst is CO. The product is [N:1]1[CH:6]=[CH:5][CH:4]=[C:3]([CH2:7][O:8][C:9]2[CH:14]=[CH:13][C:12]([CH2:15][C:16]([OH:18])=[O:17])=[CH:11][CH:10]=2)[CH:2]=1. The yield is 0.550. (2) The reactants are [NH2:1][C:2]1[C:3]([C:9]([O:11][CH3:12])=[O:10])=[N:4][CH:5]=[C:6]([F:8])[CH:7]=1.C1C(=O)N([Br:20])C(=O)C1. The catalyst is C(#N)C. The product is [NH2:1][C:2]1[C:3]([C:9]([O:11][CH3:12])=[O:10])=[N:4][C:5]([Br:20])=[C:6]([F:8])[CH:7]=1. The yield is 0.410. (3) The reactants are [F:1][C:2]1[CH:7]=[C:6](B2OC(C)(C)C(C)(C)O2)[CH:5]=[CH:4][C:3]=1[C:17]([N:19]1[CH2:23][CH2:22][CH2:21][C@H:20]1[CH2:24][N:25]1[CH2:29][CH2:28][CH2:27][C@H:26]1[CH3:30])=[O:18].Br[C:32]1[S:33][C:34]([S:37]([CH2:40][CH3:41])(=[O:39])=[O:38])=[CH:35][CH:36]=1. No catalyst specified. The product is [CH2:40]([S:37]([C:34]1[S:33][C:32]([C:6]2[CH:5]=[CH:4][C:3]([C:17]([N:19]3[CH2:23][CH2:22][CH2:21][C@H:20]3[CH2:24][N:25]3[CH2:29][CH2:28][CH2:27][C@H:26]3[CH3:30])=[O:18])=[C:2]([F:1])[CH:7]=2)=[CH:36][CH:35]=1)(=[O:39])=[O:38])[CH3:41]. The yield is 0.350. (4) The reactants are [F:1][C:2]1[CH:7]=[CH:6][CH:5]=[C:4]([F:8])[C:3]=1[N:9]1[C:14]2[N:15]=[C:16]([NH:34][CH2:35][C:36]3[NH:37][CH:38]=[CH:39][N:40]=3)[N:17]=[C:18]([C:19]3[CH:20]=[C:21]([CH:30]=[CH:31][C:32]=3[CH3:33])[C:22]([NH:24][C:25]3[S:26][CH:27]=[CH:28][N:29]=3)=[O:23])[C:13]=2[CH:12]=[CH:11][C:10]1=[O:41].[CH3:42][S:43]([OH:46])(=[O:45])=[O:44]. The catalyst is C(#N)C. The product is [CH3:42][S:43]([OH:46])(=[O:45])=[O:44].[F:1][C:2]1[CH:7]=[CH:6][CH:5]=[C:4]([F:8])[C:3]=1[N:9]1[C:14]2[N:15]=[C:16]([NH:34][CH2:35][C:36]3[NH:40][CH:39]=[CH:38][N:37]=3)[N:17]=[C:18]([C:19]3[CH:20]=[C:21]([CH:30]=[CH:31][C:32]=3[CH3:33])[C:22]([NH:24][C:25]3[S:26][CH:27]=[CH:28][N:29]=3)=[O:23])[C:13]=2[CH:12]=[CH:11][C:10]1=[O:41]. The yield is 0.708. (5) The reactants are Br[C:2]1[CH:3]=[N:4][CH:5]=[C:6]([N+:9]([O-:11])=[O:10])[C:7]=1[NH2:8].[N:12]1[CH:17]=[CH:16][CH:15]=[C:14](B(O)O)[CH:13]=1.C([O-])([O-])=O.[Na+].[Na+]. The catalyst is Cl[Pd](Cl)([P](C1C=CC=CC=1)(C1C=CC=CC=1)C1C=CC=CC=1)[P](C1C=CC=CC=1)(C1C=CC=CC=1)C1C=CC=CC=1.O1CCOCC1. The product is [N+:9]([C:6]1[C:7]([NH2:8])=[C:2]([C:14]2[CH:13]=[N:12][CH:17]=[CH:16][CH:15]=2)[CH:3]=[N:4][CH:5]=1)([O-:11])=[O:10]. The yield is 0.870.